This data is from Forward reaction prediction with 1.9M reactions from USPTO patents (1976-2016). The task is: Predict the product of the given reaction. (1) Given the reactants [NH2:1][C:2]1[N:7]=[CH:6][N:5]=[C:4]([NH:8][C@H:9]([C:11]2[N:16]([C:17]3[CH:22]=[CH:21][CH:20]=[CH:19][CH:18]=3)[C:15](=[O:23])[C:14]3=[C:24]([CH3:27])[CH:25]=[CH:26][N:13]3[N:12]=2)[CH3:10])[C:3]=1Br.[CH3:29][O:30][C:31]1[CH:36]=[CH:35][C:34]([S:37]([NH:40][C:41]2[CH:49]=[C:48](B3OC(C)(C)C(C)(C)O3)[CH:47]=[C:46]3[C:42]=2[CH:43]=[CH:44][N:45]3[CH2:59][O:60][CH2:61][CH2:62][Si:63]([CH3:66])([CH3:65])[CH3:64])(=[O:39])=[O:38])=[CH:33][CH:32]=1.C(=O)([O-])[O-].[Cs+].[Cs+], predict the reaction product. The product is: [NH2:1][C:2]1[C:3]([C:48]2[CH:47]=[C:46]3[C:42]([CH:43]=[CH:44][N:45]3[CH2:59][O:60][CH2:61][CH2:62][Si:63]([CH3:66])([CH3:65])[CH3:64])=[C:41]([NH:40][S:37]([C:34]3[CH:33]=[CH:32][C:31]([O:30][CH3:29])=[CH:36][CH:35]=3)(=[O:39])=[O:38])[CH:49]=2)=[C:4]([NH:8][C@H:9]([C:11]2[N:16]([C:17]3[CH:22]=[CH:21][CH:20]=[CH:19][CH:18]=3)[C:15](=[O:23])[C:14]3=[C:24]([CH3:27])[CH:25]=[CH:26][N:13]3[N:12]=2)[CH3:10])[N:5]=[CH:6][N:7]=1. (2) Given the reactants [BH4-].[Na+].[CH3:3][O:4][C:5]1[CH:26]=[CH:25][C:8]([CH2:9][N:10]2[CH2:15][CH2:14][N:13]3[N:16]=[C:17]([C:19](OCC)=[O:20])[CH:18]=[C:12]3[C:11]2=[O:24])=[CH:7][CH:6]=1, predict the reaction product. The product is: [OH:20][CH2:19][C:17]1[CH:18]=[C:12]2[C:11](=[O:24])[N:10]([CH2:9][C:8]3[CH:25]=[CH:26][C:5]([O:4][CH3:3])=[CH:6][CH:7]=3)[CH2:15][CH2:14][N:13]2[N:16]=1. (3) Given the reactants [Cl:1][C:2]1[CH:7]=[CH:6][C:5](I)=[CH:4][CH:3]=1.CCOC(C)=O.CCN(CC)CC.[CH2:22]([OH:25])[C:23]#[CH:24], predict the reaction product. The product is: [Cl:1][C:2]1[CH:7]=[CH:6][C:5]([C:24]#[C:23][CH2:22][OH:25])=[CH:4][CH:3]=1. (4) Given the reactants [F:1][C:2]1[CH:14]=[CH:13][CH:12]=[C:11]([I:15])[C:3]=1[C:4]([O:6]/[N:7]=[C:8](\[NH2:10])/[CH3:9])=O.CC([O-])=O.[Na+], predict the reaction product. The product is: [F:1][C:2]1[CH:14]=[CH:13][CH:12]=[C:11]([I:15])[C:3]=1[C:4]1[O:6][N:7]=[C:8]([CH3:9])[N:10]=1. (5) Given the reactants [OH:1][C@@H:2]([CH3:12])[CH2:3][NH:4][C:5](=[O:11])[O:6][C:7]([CH3:10])([CH3:9])[CH3:8].[H-].[Na+].[CH3:15]I, predict the reaction product. The product is: [CH3:15][O:1][C@@H:2]([CH3:12])[CH2:3][NH:4][C:5](=[O:11])[O:6][C:7]([CH3:8])([CH3:10])[CH3:9]. (6) Given the reactants [CH:1]1([C:4]2[N:8](C(OC(C)(C)C)=O)[C:7]3[CH:16]=[C:17]([C:27]4[C:28]([CH3:33])=[N:29][O:30][C:31]=4[CH3:32])[CH:18]=[C:19]([C:20]([C:22]4[S:23][CH:24]=[CH:25][N:26]=4)=[O:21])[C:6]=3[N:5]=2)[CH2:3][CH2:2]1.[BH4-].[Na+].C(O)(C(F)(F)F)=O, predict the reaction product. The product is: [CH:1]1([C:4]2[NH:8][C:7]3[CH:16]=[C:17]([C:27]4[C:28]([CH3:33])=[N:29][O:30][C:31]=4[CH3:32])[CH:18]=[C:19]([CH:20]([C:22]4[S:23][CH:24]=[CH:25][N:26]=4)[OH:21])[C:6]=3[N:5]=2)[CH2:2][CH2:3]1. (7) Given the reactants [Cl:1][C:2]1[CH:3]=[C:4]([CH:31]=[CH:32][CH:33]=1)[CH2:5][N:6]1[C:10]2[CH:11]=[CH:12][C:13]3[N:14]([C:15]([CH3:18])=[N:16][N:17]=3)[C:9]=2[CH:8]=[C:7]1[C:19]1[CH:23]=[CH:22][N:21]([C:24]2([CH2:28][C:29]#[N:30])[CH2:27][NH:26][CH2:25]2)[N:20]=1.[CH3:34][S:35](Cl)(=[O:37])=[O:36].C(N(CC)CC)C, predict the reaction product. The product is: [Cl:1][C:2]1[CH:3]=[C:4]([CH:31]=[CH:32][CH:33]=1)[CH2:5][N:6]1[C:10]2[CH:11]=[CH:12][C:13]3[N:14]([C:15]([CH3:18])=[N:16][N:17]=3)[C:9]=2[CH:8]=[C:7]1[C:19]1[CH:23]=[CH:22][N:21]([C:24]2([CH2:28][C:29]#[N:30])[CH2:27][N:26]([S:35]([CH3:34])(=[O:37])=[O:36])[CH2:25]2)[N:20]=1. (8) Given the reactants C(OC([N:8]([O:28]C(OC(C)(C)C)=O)[C:9]1([CH3:27])[C:13](=[O:14])[N:12]([CH3:15])[N:11]=[C:10]1[C:16]1[CH:21]=[CH:20][C:19]([S:22]([CH3:25])(=[O:24])=[O:23])=[C:18]([F:26])[CH:17]=1)=O)(C)(C)C, predict the reaction product. The product is: [F:26][C:18]1[CH:17]=[C:16]([C:10]2[C:9]([NH:8][OH:28])([CH3:27])[C:13](=[O:14])[N:12]([CH3:15])[N:11]=2)[CH:21]=[CH:20][C:19]=1[S:22]([CH3:25])(=[O:24])=[O:23]. (9) Given the reactants Br[C:2]1[CH:7]=[C:6]([C:8]2([O:26][C@H:25]([CH2:27][O:28][C:29](=[O:31])[CH3:30])[C@@H:20]([O:21][C:22](=[O:24])[CH3:23])[C@H:15]([O:16][C:17](=[O:19])[CH3:18])[C@H:10]2[O:11][C:12](=[O:14])[CH3:13])[OH:9])[CH:5]=[C:4]([CH2:32][C:33]2[CH:38]=[CH:37][C:36]([CH2:39][CH3:40])=[CH:35][CH:34]=2)[C:3]=1[CH3:41].[B:51]1([B:51]2[O:55][C:54]([CH3:57])([CH3:56])[C:53]([CH3:59])([CH3:58])[O:52]2)[O:55][C:54]([CH3:57])([CH3:56])[C:53]([CH3:59])([CH3:58])[O:52]1.C([O-])(=O)C.[K+].C, predict the reaction product. The product is: [CH2:39]([C:36]1[CH:35]=[CH:34][C:33]([CH2:32][C:4]2[CH:5]=[C:6]([C:8]3([O:26][C@H:25]([CH2:27][O:28][C:29](=[O:31])[CH3:30])[C@@H:20]([O:21][C:22](=[O:24])[CH3:23])[C@H:15]([O:16][C:17](=[O:19])[CH3:18])[C@H:10]3[O:11][C:12](=[O:14])[CH3:13])[OH:9])[CH:7]=[C:2]([B:51]3[O:52][C:53]([CH3:58])([CH3:59])[C:54]([CH3:56])([CH3:57])[O:55]3)[C:3]=2[CH3:41])=[CH:38][CH:37]=1)[CH3:40]. (10) The product is: [Si:37]([O:36][CH2:35][C:34]1[CH:54]=[C:30]([C:5]2([O:26][CH3:57])[C@@H:4]([OH:3])[C@@H:9]([OH:10])[C@H:8]([OH:15])[CH:7]([CH2:20][OH:21])[O:6]2)[CH:31]=[CH:32][C:33]=1[Cl:55])([C:50]([CH3:53])([CH3:52])[CH3:51])([C:44]1[CH:49]=[CH:48][CH:47]=[CH:46][CH:45]=1)[C:38]1[CH:43]=[CH:42][CH:41]=[CH:40][CH:39]=1. Given the reactants C[Si](C)(C)[O:3][C@H:4]1[C@@H:9]([O:10][Si](C)(C)C)[C@H:8]([O:15][Si](C)(C)C)[CH:7]([CH2:20][O:21][Si](C)(C)C)[O:6][C:5]1=[O:26].Br[C:30]1[CH:31]=[CH:32][C:33]([Cl:55])=[C:34]([CH:54]=1)[CH2:35][O:36][Si:37]([C:50]([CH3:53])([CH3:52])[CH3:51])([C:44]1[CH:49]=[CH:48][CH:47]=[CH:46][CH:45]=1)[C:38]1[CH:43]=[CH:42][CH:41]=[CH:40][CH:39]=1.[Li][C:57](C)(C)C.CS(O)(=O)=O, predict the reaction product.